Dataset: Aqueous solubility values for 9,982 compounds from the AqSolDB database. Task: Regression/Classification. Given a drug SMILES string, predict its absorption, distribution, metabolism, or excretion properties. Task type varies by dataset: regression for continuous measurements (e.g., permeability, clearance, half-life) or binary classification for categorical outcomes (e.g., BBB penetration, CYP inhibition). For this dataset (solubility_aqsoldb), we predict Y. The drug is CC(=O)NCC(=O)Nc1ccccc1. The Y is -1.57 log mol/L.